From a dataset of Catalyst prediction with 721,799 reactions and 888 catalyst types from USPTO. Predict which catalyst facilitates the given reaction. (1) The catalyst class is: 5. Product: [C@H:13]([N:10]1[C:4]2[CH:3]=[C:2]([Cl:1])[N:7]=[CH:6][C:5]=2[C:8]([I:11])=[N:9]1)([CH2:14][CH3:15])[CH3:12]. Reactant: [Cl:1][C:2]1[N:7]=[CH:6][C:5]2[C:8]([I:11])=[N:9][NH:10][C:4]=2[CH:3]=1.[CH3:12][C@H:13](O)[CH2:14][CH3:15]. (2) Reactant: C(O[C:4]([CH:6]1[CH2:18][C:17]2[C:16]3[C:11](=[CH:12][CH:13]=[C:14]([F:19])[CH:15]=3)[NH:10][C:9]=2[CH2:8][CH2:7]1)=[O:5])C.[C:20]1([CH3:30])[CH:25]=[CH:24][C:23]([S:26](Cl)(=[O:28])=[O:27])=[CH:22][CH:21]=1. Product: [F:19][C:14]1[CH:15]=[C:16]2[C:11](=[CH:12][CH:13]=1)[NH:10][C:9]1[CH2:8][CH2:7][CH:6]([CH2:4][O:5][S:26]([C:23]3[CH:24]=[CH:25][C:20]([CH3:30])=[CH:21][CH:22]=3)(=[O:28])=[O:27])[CH2:18][C:17]2=1. The catalyst class is: 17. (3) Reactant: [Br:1][C:2]1[CH:8]=[CH:7][C:5]([NH2:6])=[C:4]([F:9])[CH:3]=1.[C:10](=[O:13])(O)[O-:11].[Na+].C(OC(Cl)=O)[C:16]1[CH:21]=[CH:20][CH:19]=[CH:18][CH:17]=1. Product: [Br:1][C:2]1[CH:8]=[CH:7][C:5]([NH:6][C:10](=[O:13])[O:11][C:16]2[CH:21]=[CH:20][CH:19]=[CH:18][CH:17]=2)=[C:4]([F:9])[CH:3]=1. The catalyst class is: 54. (4) Reactant: [CH3:1][O:2][C:3]1[C:4]([N+:12]([O-:14])=[O:13])=[C:5]([CH:9]=[CH:10][CH:11]=1)[C:6]([OH:8])=[O:7].[C:15]([O-])([O-])=O.[K+].[K+].CI.O. Product: [CH3:1][O:2][C:3]1[C:4]([N+:12]([O-:14])=[O:13])=[C:5]([CH:9]=[CH:10][CH:11]=1)[C:6]([O:8][CH3:15])=[O:7]. The catalyst class is: 3. (5) Reactant: [CH3:1][C:2]1[CH2:7][CH2:6][C@@H:5]([C:8]([OH:10])=O)[CH2:4][CH:3]=1.C1(C)C=CC=CC=1.[O-]P([O-])([O-])=O.[K+].[K+].[K+].C(Cl)(=O)C([Cl:29])=O. Product: [CH3:1][C:2]1[CH2:7][CH2:6][C@@H:5]([C:8]([Cl:29])=[O:10])[CH2:4][CH:3]=1. The catalyst class is: 120. (6) Reactant: [CH3:1][O:2][C:3]1[CH:4]=[C:5]([CH:8]=[C:9]([O:13][CH3:14])[C:10]=1[O:11][CH3:12])[CH:6]=O.C(O)(=O)[CH2:16][C:17]([OH:19])=[O:18].N1CCCCC1.Cl. Product: [CH3:1][O:2][C:3]1[CH:4]=[C:5](/[CH:6]=[CH:16]/[C:17]([OH:19])=[O:18])[CH:8]=[C:9]([O:13][CH3:14])[C:10]=1[O:11][CH3:12]. The catalyst class is: 803. (7) Reactant: [F:1][C:2]1[CH:7]=[CH:6][C:5]([C:8]2[N:12]([CH:13]3[CH2:18][CH2:17][S:16][CH2:15][CH2:14]3)[N:11]=[C:10]([CH3:19])[CH:9]=2)=[CH:4][CH:3]=1.[Br:20]N1C(=O)CCC1=O. Product: [Br:20][C:9]1[C:10]([CH3:19])=[N:11][N:12]([CH:13]2[CH2:14][CH2:15][S:16][CH2:17][CH2:18]2)[C:8]=1[C:5]1[CH:6]=[CH:7][C:2]([F:1])=[CH:3][CH:4]=1. The catalyst class is: 10. (8) Reactant: Cl[CH2:2][C:3]1[CH:11]=[CH:10][C:6]2[CH2:7][CH2:8][O:9][C:5]=2[CH:4]=1.[C-:12]#[N:13].[K+]. Product: [O:9]1[C:5]2[CH:4]=[C:3]([CH2:2][C:12]#[N:13])[CH:11]=[CH:10][C:6]=2[CH2:7][CH2:8]1. The catalyst class is: 58. (9) Reactant: [O:1]=[S:2]1(=[O:31])[CH2:7][CH:6]=[C:5]([C:8]2[C:13]([F:14])=[CH:12][C:11]([N:15]3[CH2:19][C@H:18]([CH2:20][N:21]4[CH:25]=[C:24]([CH2:26][CH2:27]O)[N:23]=[N:22]4)[O:17][C:16]3=[O:29])=[CH:10][C:9]=2[F:30])[CH2:4][CH2:3]1.S(Cl)([Cl:34])=O.CO. Product: [O:1]=[S:2]1(=[O:31])[CH2:7][CH:6]=[C:5]([C:8]2[C:13]([F:14])=[CH:12][C:11]([N:15]3[CH2:19][C@H:18]([CH2:20][N:21]4[CH:25]=[C:24]([CH2:26][CH2:27][Cl:34])[N:23]=[N:22]4)[O:17][C:16]3=[O:29])=[CH:10][C:9]=2[F:30])[CH2:4][CH2:3]1. The catalyst class is: 4.